This data is from Peptide-MHC class II binding affinity with 134,281 pairs from IEDB. The task is: Regression. Given a peptide amino acid sequence and an MHC pseudo amino acid sequence, predict their binding affinity value. This is MHC class II binding data. (1) The peptide sequence is EKKYFAATQFEPIAA. The MHC is HLA-DQA10501-DQB10201 with pseudo-sequence HLA-DQA10501-DQB10201. The binding affinity (normalized) is 0.427. (2) The peptide sequence is IRPRKTHESHLVRSW. The MHC is DRB1_0801 with pseudo-sequence DRB1_0801. The binding affinity (normalized) is 0.390.